This data is from Reaction yield outcomes from USPTO patents with 853,638 reactions. The task is: Predict the reaction yield, written as a fraction of the theoretical maximum amount of product (1.0 means a 100% yield; for example, 0.34 means a 34% yield). (1) The reactants are [C:1]([N:8]1[CH2:13][CH2:12][NH:11][CH2:10][CH2:9]1)([O:3][C:4]([CH3:7])([CH3:6])[CH3:5])=[O:2].[Na+].[I-].C([O-])([O-])=O.[K+].[K+].[C:22]([C:24]1[CH:29]=[C:28]([CH2:30][CH2:31]OS(C2C=CC=CC=2)(=O)=O)[CH:27]=[CH:26][N:25]=1)#[N:23].C(C1C=C(CCCl)C=CN=1)#N. The catalyst is CN(C=O)C.O.C(OCC)(=O)C. The product is [C:1]([N:8]1[CH2:9][CH2:10][N:11]([CH2:31][CH2:30][C:28]2[CH:27]=[CH:26][N:25]=[C:24]([C:22]#[N:23])[CH:29]=2)[CH2:12][CH2:13]1)([O:3][C:4]([CH3:7])([CH3:6])[CH3:5])=[O:2]. The yield is 0.700. (2) The reactants are [CH3:1][N:2]([CH3:20])[C:3]([C:5]1[N:14]([CH:15]2[CH2:19][CH2:18][CH2:17][CH2:16]2)[C:8]2[N:9]=[C:10](Cl)[N:11]=[CH:12][C:7]=2[CH:6]=1)=[O:4].[C:21]([O:25][C:26]([N:28]1[CH2:33][CH:32]2C[CH:29]1[CH2:30][N:31]2[C:35]1[CH:36]=[N:37][C:38]([NH2:41])=[CH:39][CH:40]=1)=[O:27])([CH3:24])([CH3:23])[CH3:22]. No catalyst specified. The product is [C:21]([O:25][C:26]([N:28]1[CH2:33][CH2:32][N:31]([C:35]2[CH:36]=[N:37][C:38]([NH:41][C:10]3[N:11]=[CH:12][C:7]4[CH:6]=[C:5]([C:3](=[O:4])[N:2]([CH3:20])[CH3:1])[N:14]([CH:15]5[CH2:19][CH2:18][CH2:17][CH2:16]5)[C:8]=4[N:9]=3)=[CH:39][CH:40]=2)[CH2:30][CH2:29]1)=[O:27])([CH3:24])([CH3:22])[CH3:23]. The yield is 0.940. (3) The reactants are [Cl:1][C:2]1[C:3]([F:30])=[C:4]([C:7]([O:28][CH3:29])=[C:8]([CH:10]([NH:12][C:13]2[N:21]=[CH:20][N:19]=[C:18]3[C:14]=2[N:15]=[CH:16][N:17]3C2CCCCO2)[CH3:11])[CH:9]=1)[CH:5]=O.C(O[BH-](OC(=O)C)OC(=O)C)(=O)C.[Na+].C(O)(=O)C.[NH:49]1[CH2:54][CH2:53][O:52][CH2:51][CH2:50]1.C([BH3-])#N.[Na+].FC(F)(F)C(O)=O.C1COCC1.Cl.O. The catalyst is C1COCC1. The product is [Cl:1][C:2]1[C:3]([F:30])=[C:4]([CH2:5][N:49]2[CH2:54][CH2:53][O:52][CH2:51][CH2:50]2)[C:7]([O:28][CH3:29])=[C:8]([CH:10]([NH:12][C:13]2[N:21]=[CH:20][N:19]=[C:18]3[C:14]=2[N:15]=[CH:16][NH:17]3)[CH3:11])[CH:9]=1. The yield is 0.350. (4) The product is [Cl:15][CH2:16][CH2:17][CH2:18][CH2:19][O:8][C:5]1[CH:6]=[CH:7][C:2]([I:1])=[CH:3][CH:4]=1. The catalyst is C(#N)C. The yield is 0.990. The reactants are [I:1][C:2]1[CH:7]=[CH:6][C:5]([OH:8])=[CH:4][CH:3]=1.C(=O)([O-])[O-].[Cs+].[Cs+].[Cl:15][CH2:16][CH2:17][CH2:18][CH2:19]I.